From a dataset of Experimentally validated miRNA-target interactions with 360,000+ pairs, plus equal number of negative samples. Binary Classification. Given a miRNA mature sequence and a target amino acid sequence, predict their likelihood of interaction. (1) The miRNA is hsa-miR-4310 with sequence GCAGCAUUCAUGUCCC. The protein sequence of the target gene is MVRNVDDLDFHLPSHAQDMLDGLQRLRSQPKLADVTLLVGGRELPCHRGLLALSSPYFHAMFAGDFAESFSARVELRDVEPAVVGQLVDFVYTGRLTITQGNVEALTRTAARLHFPSVQKVCGRYLQQQLDAANCLGICEFGEQQGLLGVAAKAWAFLRENFEAVAREDEFLQLPRERLVTCLAGDLLQVQPEQSRLEALMRWVRHDPQARAAHLPELLSLVHLDAVPRPCVQQLLASEPLIQESEACRAALSQGHDGAPLALQQKLEEVLVVVGGQALEEEEAGEEPTPGLGNFAFYNS.... Result: 1 (interaction). (2) The miRNA is hsa-miR-6504-5p with sequence UCUGGCUGUGCUGUAAUGCAG. The protein sequence of the target gene is MMQESGSETKSNGSAIQNGSSGGNHLLECGALRDTRSNGEAPAVDLGAADLAHVQQQQQQALQVARQLLLQQQQQQQQQQQQQQQQQQQQQQQQQQQQQQQQQQQQQVSGLKSPKRNDKQPALQVPVSVAMMTPQVITPQQMQQILQQQVLSPQQLQVLLQQQQALMLQQQLQEFYKKQQEQLQLQLLQQQHAGKQPKEQQVATQQLAFQQQLLQMQQLQQQHLLSLQRQGLLTIQPGQPALPLQPLAQGMIPTELQQLWKEVTSAHTAEETTSSNHSSLDLTSTCVSSSAPSKSSLIMN.... Result: 0 (no interaction). (3) The miRNA is mmu-miR-466o-5p with sequence UGAUGUGUGUGUACAUGUACAU. The protein sequence of the target gene is MVARPEPEVEAMDAELAVPPPGCSHLGSFKVDNWKQNLRAIYQCFVWSGTAEARKRKAKSCVCHVCGIHLNRLHSCLYCVFFGCFTKKHIHDHAKSKRHNLAIDLMYGGIYCFLCQDYIYDKDIEIIAKEEQRKAWKMQGVGEKFSTWEPTKRELELLKHNPKRRKITSNCTIGLRGLINLGNTCFMNCIVQALTHTPLLRDFFLSDRHRCEMQSPSSCLVCEMSSLFQEFYSGHRSPHIPYKLLHLVWTHARHLAGYEQQDAHEFLIAALDVLHRHCKGDDNGKKANNPNHCNCIIDQI.... Result: 0 (no interaction). (4) The miRNA is hsa-miR-548z with sequence CAAAAACCGCAAUUACUUUUGCA. The protein sequence of the target gene is MRRVTLFLNGSPKNGKVVAVYGTLSDLLSVASSKLGIKATSVYNGKGGLIDDIALIRDDDVLFVCEGEPFIDPQTDSKPPEGLLGFHTDWLTLNVGGRYFTTTRSTLVNKEPDSMLAHMFKDKGVWGNKQDHRGAFLIDRSPEYFEPILNYLRHGQLIVNDGINLLGVLEEARFFGIDSLIEHLEVAIKNSQPPEDHSPISRKEFVRFLLATPTKSELRCQGLNFSGADLSRLDLRYINFKMANLSRCNLAHANLCCANLERADLSGSVLDCANLQGVKMLCSNAEGASLKLCNFEDPSG.... Result: 0 (no interaction). (5) The miRNA is hsa-miR-3692-3p with sequence GUUCCACACUGACACUGCAGAAGU. The protein sequence of the target gene is MHPFYTRAATMIGEIAAAVSFISKFLRTKGLTSERQLQTFSQSLQELLAEHYKHHWFPEKPCKGSGYRCIRINHKMDPLIGQAAQRIGLSSQELFRLLPSELTLWVDPYEVSYRIGEDGSICVLYEASPAGGSTQNSTNVQMVDSRISCKEELLLGRTSPSKNYNMMTVSG. Result: 0 (no interaction). (6) The miRNA is hsa-miR-515-3p with sequence GAGUGCCUUCUUUUGGAGCGUU. The protein sequence of the target gene is MRALRDRAGLLLCVLLLAALLEAALGLPVKKPRLRGPRPGSLTRLAEVSASPDPRPLKEEEEAPLLPRTHLQAEPHQHGCWTVTEPAAMTPGNATPPRTPEVTPLRLELQKLPGLANTTLSTPNPDTQASASPDPRPLREEEEARLLPRTHLQAELHQHGCWTVTEPAALTPGNATPPRTQEVTPLLLELQKLPELVHATLSTPNPDNQVTIKVVEDPQAEVSIDLLAEPSNPPPQDTLSWLPALWSFLWGDYKGEEKDRAPGEKGEEKEEDEDYPSEDIEGEDQEDKEEDEEEQALWFN.... Result: 0 (no interaction).